This data is from NCI-60 drug combinations with 297,098 pairs across 59 cell lines. The task is: Regression. Given two drug SMILES strings and cell line genomic features, predict the synergy score measuring deviation from expected non-interaction effect. (1) Drug 2: COCCOC1=C(C=C2C(=C1)C(=NC=N2)NC3=CC=CC(=C3)C#C)OCCOC.Cl. Drug 1: C1C(C(OC1N2C=NC(=NC2=O)N)CO)O. Synergy scores: CSS=7.49, Synergy_ZIP=2.66, Synergy_Bliss=-0.240, Synergy_Loewe=2.76, Synergy_HSA=0.479. Cell line: RXF 393. (2) Drug 1: CNC(=O)C1=CC=CC=C1SC2=CC3=C(C=C2)C(=NN3)C=CC4=CC=CC=N4. Drug 2: C1CN1P(=S)(N2CC2)N3CC3. Cell line: HCC-2998. Synergy scores: CSS=13.7, Synergy_ZIP=-4.30, Synergy_Bliss=-6.58, Synergy_Loewe=-5.37, Synergy_HSA=-4.79. (3) Drug 1: CS(=O)(=O)C1=CC(=C(C=C1)C(=O)NC2=CC(=C(C=C2)Cl)C3=CC=CC=N3)Cl. Drug 2: CNC(=O)C1=NC=CC(=C1)OC2=CC=C(C=C2)NC(=O)NC3=CC(=C(C=C3)Cl)C(F)(F)F. Cell line: T-47D. Synergy scores: CSS=20.4, Synergy_ZIP=1.11, Synergy_Bliss=2.82, Synergy_Loewe=-8.35, Synergy_HSA=3.05. (4) Drug 1: C1=CC(=CC=C1CC(C(=O)O)N)N(CCCl)CCCl.Cl. Drug 2: CC12CCC3C(C1CCC2OP(=O)(O)O)CCC4=C3C=CC(=C4)OC(=O)N(CCCl)CCCl.[Na+]. Cell line: T-47D. Synergy scores: CSS=8.45, Synergy_ZIP=-4.55, Synergy_Bliss=-5.69, Synergy_Loewe=-12.1, Synergy_HSA=-8.47. (5) Drug 1: CC1=CC=C(C=C1)C2=CC(=NN2C3=CC=C(C=C3)S(=O)(=O)N)C(F)(F)F. Drug 2: C#CCC(CC1=CN=C2C(=N1)C(=NC(=N2)N)N)C3=CC=C(C=C3)C(=O)NC(CCC(=O)O)C(=O)O. Cell line: SN12C. Synergy scores: CSS=16.8, Synergy_ZIP=2.28, Synergy_Bliss=1.66, Synergy_Loewe=-15.4, Synergy_HSA=-2.65. (6) Drug 1: CC1=C2C(C(=O)C3(C(CC4C(C3C(C(C2(C)C)(CC1OC(=O)C(C(C5=CC=CC=C5)NC(=O)OC(C)(C)C)O)O)OC(=O)C6=CC=CC=C6)(CO4)OC(=O)C)OC)C)OC. Drug 2: C1CNP(=O)(OC1)N(CCCl)CCCl. Cell line: K-562. Synergy scores: CSS=40.8, Synergy_ZIP=-2.72, Synergy_Bliss=-5.09, Synergy_Loewe=-24.4, Synergy_HSA=-4.69. (7) Drug 1: CCCCCOC(=O)NC1=NC(=O)N(C=C1F)C2C(C(C(O2)C)O)O. Drug 2: C1CCC(C(C1)N)N.C(=O)(C(=O)[O-])[O-].[Pt+4]. Cell line: SF-268. Synergy scores: CSS=11.1, Synergy_ZIP=-4.62, Synergy_Bliss=1.45, Synergy_Loewe=-14.4, Synergy_HSA=-1.54.